This data is from Forward reaction prediction with 1.9M reactions from USPTO patents (1976-2016). The task is: Predict the product of the given reaction. (1) Given the reactants C([BH-](C(CC)C)C(CC)C)(CC)C.[Li+].[C:15]([O:19][C:20]([NH:22][C@@:23]1([C:37]([O:39][C:40]([CH3:43])([CH3:42])[CH3:41])=[O:38])[CH2:28][C:27](=[O:29])[C@@H:26]2[C@H:24]1[C@H:25]2[C:30]([O:32][C:33]([CH3:36])([CH3:35])[CH3:34])=[O:31])=[O:21])([CH3:18])([CH3:17])[CH3:16].C([O-])([O-])=O.[Na+].[Na+].OO, predict the reaction product. The product is: [C:15]([O:19][C:20]([NH:22][C@@:23]1([C:37]([O:39][C:40]([CH3:43])([CH3:42])[CH3:41])=[O:38])[CH2:28][C@H:27]([OH:29])[C@@H:26]2[C@H:24]1[C@H:25]2[C:30]([O:32][C:33]([CH3:35])([CH3:34])[CH3:36])=[O:31])=[O:21])([CH3:18])([CH3:16])[CH3:17]. (2) Given the reactants [OH-].[Li+].[F:3][C:4]1[CH:39]=[C:38]([F:40])[CH:37]=[CH:36][C:5]=1[CH2:6][N:7]([CH2:29][CH2:30][CH2:31][CH2:32][CH2:33][CH2:34][CH3:35])[C:8](=[O:28])[CH2:9][C:10]1[CH:27]=[CH:26][C:13]([O:14][CH2:15][C:16]2[CH:25]=[CH:24][CH:23]=[CH:22][C:17]=2[C:18]([O:20]C)=[O:19])=[CH:12][CH:11]=1, predict the reaction product. The product is: [F:3][C:4]1[CH:39]=[C:38]([F:40])[CH:37]=[CH:36][C:5]=1[CH2:6][N:7]([CH2:29][CH2:30][CH2:31][CH2:32][CH2:33][CH2:34][CH3:35])[C:8](=[O:28])[CH2:9][C:10]1[CH:27]=[CH:26][C:13]([O:14][CH2:15][C:16]2[CH:25]=[CH:24][CH:23]=[CH:22][C:17]=2[C:18]([OH:20])=[O:19])=[CH:12][CH:11]=1. (3) The product is: [CH2:1]([O:8][C:9](=[O:10])[NH:11][CH2:12][CH2:13][CH2:14][CH2:15][C@H:16]([NH:27][C:28]([O:30][C:31]([CH3:34])([CH3:33])[CH3:32])=[O:29])[C:17](=[O:18])[NH2:35])[C:2]1[CH:7]=[CH:6][CH:5]=[CH:4][CH:3]=1. Given the reactants [CH2:1]([O:8][C:9]([NH:11][CH2:12][CH2:13][CH2:14][CH2:15][C@H:16]([NH:27][C:28]([O:30][C:31]([CH3:34])([CH3:33])[CH3:32])=[O:29])[C:17](ON1C(=O)CCC1=O)=[O:18])=[O:10])[C:2]1[CH:7]=[CH:6][CH:5]=[CH:4][CH:3]=1.[NH3:35], predict the reaction product. (4) Given the reactants Br[C:2]1[C:3]([NH2:22])=[N:4][CH:5]=[C:6]([CH:8]2[CH2:13][CH2:12][CH2:11][CH:10]([O:14][Si:15]([C:18]([CH3:21])([CH3:20])[CH3:19])([CH3:17])[CH3:16])[CH2:9]2)[N:7]=1.[CH2:23]([NH:30][C:31]([C:33]1[CH:38]=[CH:37][C:36](B(O)O)=[CH:35][C:34]=1[F:42])=[O:32])[C:24]1[CH:29]=[CH:28][CH:27]=[CH:26][CH:25]=1.COCCOC.C([O-])([O-])=O.[Na+].[Na+], predict the reaction product. The product is: [NH2:22][C:3]1[C:2]([C:36]2[CH:37]=[CH:38][C:33]([C:31]([NH:30][CH2:23][C:24]3[CH:25]=[CH:26][CH:27]=[CH:28][CH:29]=3)=[O:32])=[C:34]([F:42])[CH:35]=2)=[N:7][C:6]([CH:8]2[CH2:13][CH2:12][CH2:11][CH:10]([O:14][Si:15]([C:18]([CH3:21])([CH3:20])[CH3:19])([CH3:17])[CH3:16])[CH2:9]2)=[CH:5][N:4]=1. (5) Given the reactants [C:1]([C:5]1[CH:10]=[CH:9][C:8]([S:11]([NH:14][C:15]2[CH:23]=[C:22]([F:24])[CH:21]=[CH:20][C:16]=2[C:17]([OH:19])=[O:18])(=[O:13])=[O:12])=[CH:7][CH:6]=1)([CH3:4])([CH3:3])[CH3:2].[Cl:25]N1C(=O)CCC1=O, predict the reaction product. The product is: [C:1]([C:5]1[CH:6]=[CH:7][C:8]([S:11]([NH:14][C:15]2[CH:23]=[C:22]([F:24])[C:21]([Cl:25])=[CH:20][C:16]=2[C:17]([OH:19])=[O:18])(=[O:13])=[O:12])=[CH:9][CH:10]=1)([CH3:4])([CH3:2])[CH3:3]. (6) Given the reactants [CH2:1]([C:3]1([OH:8])[CH2:7][CH2:6][CH2:5][CH2:4]1)[CH3:2].CN1CCCC1=O.N12CCCN=C1CCCCC2.[Br:27][CH2:28][C:29](Br)=[O:30], predict the reaction product. The product is: [Br:27][CH2:28][C:29]([O:8][C:3]1([CH2:1][CH3:2])[CH2:7][CH2:6][CH2:5][CH2:4]1)=[O:30]. (7) Given the reactants Cl[CH2:2][CH2:3][CH2:4][Si:5]([CH:10]=[CH2:11])([CH:8]=[CH2:9])[CH:6]=[CH2:7].[C:12]([O-:15])(=[O:14])[CH3:13].[Na+], predict the reaction product. The product is: [C:12]([O:15][CH2:2][CH2:3][CH2:4][Si:5]([CH:10]=[CH2:11])([CH:8]=[CH2:9])[CH:6]=[CH2:7])(=[O:14])[CH3:13]. (8) Given the reactants [F:1][C:2]1[CH:3]=[C:4]([N:8]2[CH2:12][CH2:11][NH:10][C:9]2=[O:13])[CH:5]=[CH:6][CH:7]=1.[Cl:14][C:15](Cl)([O:17]C(=O)OC(Cl)(Cl)Cl)Cl, predict the reaction product. The product is: [F:1][C:2]1[CH:3]=[C:4]([N:8]2[CH2:12][CH2:11][N:10]([C:15]([Cl:14])=[O:17])[C:9]2=[O:13])[CH:5]=[CH:6][CH:7]=1.